Dataset: Forward reaction prediction with 1.9M reactions from USPTO patents (1976-2016). Task: Predict the product of the given reaction. (1) Given the reactants [CH:1]1([C:7]2[CH:12]=[CH:11][C:10]([C:13](=O)[CH2:14][C:15](=O)[C:16]([O:18][CH2:19][CH3:20])=[O:17])=[CH:9][CH:8]=2)[CH2:6][CH2:5][CH2:4][CH2:3][CH2:2]1.C(O)C.Cl.[C:27]([NH:31][NH2:32])([CH3:30])([CH3:29])[CH3:28].Cl, predict the reaction product. The product is: [C:27]([N:31]1[C:13]([C:10]2[CH:11]=[CH:12][C:7]([CH:1]3[CH2:6][CH2:5][CH2:4][CH2:3][CH2:2]3)=[CH:8][CH:9]=2)=[CH:14][C:15]([C:16]([O:18][CH2:19][CH3:20])=[O:17])=[N:32]1)([CH3:30])([CH3:29])[CH3:28]. (2) Given the reactants [CH3:1][N:2]1[CH2:8][CH2:7][CH2:6][NH:5][CH2:4][CH2:3]1.[N+:9]([C:12]1[CH:20]=[CH:19][C:15]([C:16](Cl)=[O:17])=[CH:14][CH:13]=1)([O-:11])=[O:10].C(N(CC)CC)C.O, predict the reaction product. The product is: [CH3:1][N:2]1[CH2:8][CH2:7][CH2:6][N:5]([C:16](=[O:17])[C:15]2[CH:14]=[CH:13][C:12]([N+:9]([O-:11])=[O:10])=[CH:20][CH:19]=2)[CH2:4][CH2:3]1. (3) Given the reactants [CH2:1]([N:8]1[C:16]2[C:11](=[N:12][C:13](Cl)=[CH:14][CH:15]=2)[CH:10]=[C:9]1[C:18]#[N:19])[C:2]1[CH:7]=[CH:6][CH:5]=[CH:4][CH:3]=1.[NH:20]([C:29]([O:31][C:32]([CH3:35])([CH3:34])[CH3:33])=[O:30])[NH:21][C:22]([O:24][C:25]([CH3:28])([CH3:27])[CH3:26])=[O:23].C([O-])([O-])=O.[Cs+].[Cs+], predict the reaction product. The product is: [CH2:1]([N:8]1[C:16]2[C:11](=[N:12][C:13]([N:20]([C:29]([O:31][C:32]([CH3:35])([CH3:34])[CH3:33])=[O:30])[NH:21][C:22]([O:24][C:25]([CH3:26])([CH3:27])[CH3:28])=[O:23])=[CH:14][CH:15]=2)[CH:10]=[C:9]1[C:18]#[N:19])[C:2]1[CH:7]=[CH:6][CH:5]=[CH:4][CH:3]=1. (4) The product is: [C:13]([O:12][C:10]([NH:9][C@H:7]([CH3:8])[C@H:2]([NH:1][C:33](=[O:34])[C:32]1[CH:36]=[CH:37][C:29]([C:28]#[C:27][C:26]#[C:25][C@@H:24]([OH:23])[CH3:38])=[CH:30][CH:31]=1)[C:3]([O:5][CH3:6])=[O:4])=[O:11])([CH3:15])([CH3:14])[CH3:16]. Given the reactants [NH2:1][C@@H:2]([C@H:7]([NH:9][C:10]([O:12][C:13]([CH3:16])([CH3:15])[CH3:14])=[O:11])[CH3:8])[C:3]([O:5][CH3:6])=[O:4].C([O-])([O-])=O.[K+].[K+].[OH:23][C@@H:24]([CH3:38])[C:25]#[C:26][C:27]#[C:28][C:29]1[CH:37]=[CH:36][C:32]([C:33](O)=[O:34])=[CH:31][CH:30]=1.CCN(C(C)C)C(C)C.CN(C(ON1N=NC2C=CC=NC1=2)=[N+](C)C)C.F[P-](F)(F)(F)(F)F, predict the reaction product. (5) Given the reactants [O:1]=[C:2]1[N:6]([C:7]2[CH:12]=[CH:11][N:10]=[C:9]([C:13]3[S:14][C:15]4[CH:23]=[CH:22][CH:21]=[CH:20][C:16]=4[C:17](=[O:19])[N:18]=3)[CH:8]=2)[CH2:5][CH2:4][N:3]1[CH2:24][C:25]([O:27]C(C)(C)C)=[O:26], predict the reaction product. The product is: [O:1]=[C:2]1[N:6]([C:7]2[CH:12]=[CH:11][N:10]=[C:9]([C:13]3[S:14][C:15]4[CH:23]=[CH:22][CH:21]=[CH:20][C:16]=4[C:17](=[O:19])[N:18]=3)[CH:8]=2)[CH2:5][CH2:4][N:3]1[CH2:24][C:25]([OH:27])=[O:26]. (6) Given the reactants [CH2:1]([O:3][C:4]([C:6]1[S:7][C:8]([C:11](=[O:13])[CH3:12])=[CH:9][CH:10]=1)=[O:5])[CH3:2].[F:14][CH:15]([F:21])[C:16](OCC)=[O:17].C[O-].[Na+].[O-]CC.[Na+], predict the reaction product. The product is: [CH2:1]([O:3][C:4]([C:6]1[S:7][C:8]([C:11](=[O:13])[CH2:12][C:16](=[O:17])[CH:15]([F:21])[F:14])=[CH:9][CH:10]=1)=[O:5])[CH3:2].